From a dataset of Forward reaction prediction with 1.9M reactions from USPTO patents (1976-2016). Predict the product of the given reaction. (1) The product is: [CH3:51][N:15]([CH3:14])[C:16]1([C:45]2[CH:50]=[CH:49][CH:48]=[CH:47][CH:46]=2)[CH2:21][CH2:20][CH:19]([CH2:22][O:23][CH2:24][C:25]2[C:33]3[C:28](=[CH:29][CH:30]=[C:31]([F:34])[CH:32]=3)[N:27]([C:35](=[O:37])[CH3:36])[CH:26]=2)[CH2:18][CH2:17]1. Given the reactants O.[F-].C([N+](C)(C)C)C1C=CC=CC=1.[CH3:14][N:15]([CH3:51])[C:16]1([C:45]2[CH:50]=[CH:49][CH:48]=[CH:47][CH:46]=2)[CH2:21][CH2:20][CH:19]([CH2:22][O:23][CH2:24][C:25]2[C:33]3[C:28](=[CH:29][CH:30]=[C:31]([F:34])[CH:32]=3)[N:27]([C:35](=[O:37])[CH3:36])[C:26]=2[Si](CC)(CC)CC)[CH2:18][CH2:17]1, predict the reaction product. (2) Given the reactants [CH2:1]([CH:3]([O:6][C:7]1[CH:8]=[C:9]([CH:20]=[CH:21]C(O)=O)[CH:10]=[C:11]([O:14][CH:15]([CH2:18][CH3:19])[CH2:16][CH3:17])[C:12]=1[OH:13])[CH2:4][CH3:5])[CH3:2].NCCCC[C:30]1[C:31]([C:41]([CH3:44])([CH3:43])[CH3:42])=[C:32]([OH:40])[C:33]([C:36]([CH3:39])([CH3:38])[CH3:37])=[CH:34][CH:35]=1.F[P-](F)(F)(F)(F)F.N1(O[P+](N(C)C)(N(C)C)N(C)C)[C:56]2[CH:57]=[CH:58]C=C[C:55]=2[N:54]=N1.CN([CH:75]=[O:76])C, predict the reaction product. The product is: [CH2:18]([CH:15]([O:14][C:11]1[CH:10]=[C:9]([C:20](=[CH2:21])[C:75]([NH:54][CH2:55][CH2:56][CH2:57][CH2:58][C:35]2[CH:30]=[C:31]([C:41]([CH3:42])([CH3:44])[CH3:43])[C:32]([OH:40])=[C:33]([C:36]([CH3:37])([CH3:39])[CH3:38])[CH:34]=2)=[O:76])[CH:8]=[C:7]([O:6][CH:3]([CH2:1][CH3:2])[CH2:4][CH3:5])[C:12]=1[OH:13])[CH2:16][CH3:17])[CH3:19]. (3) Given the reactants [CH2:1]([N:8]1[C:13](=[O:14])[CH:12]=[CH:11][C:10]([N:15]2[C:23]3[C:18](=[CH:19][CH:20]=[CH:21][CH:22]=3)[CH2:17][C@H:16]2[C:24]([OH:26])=O)=[N:9]1)[C:2]1[CH:7]=[CH:6][CH:5]=[CH:4][CH:3]=1.[CH3:27][C@H:28]1[CH2:33][CH2:32][CH2:31][NH:30][CH2:29]1.Cl.C(N=C=NCCCN(C)C)C, predict the reaction product. The product is: [CH2:1]([N:8]1[C:13](=[O:14])[CH:12]=[CH:11][C:10]([N:15]2[C:23]3[C:18](=[CH:19][CH:20]=[CH:21][CH:22]=3)[CH2:17][C@H:16]2[C:24]([N:30]2[CH2:31][CH2:32][CH2:33][C@H:28]([CH3:27])[CH2:29]2)=[O:26])=[N:9]1)[C:2]1[CH:7]=[CH:6][CH:5]=[CH:4][CH:3]=1. (4) Given the reactants [OH:1][C:2]1[CH:7]=[CH:6][C:5]([CH:8]2[CH2:12][CH2:11][C@:10]3([CH2:17][CH2:16][CH2:15][NH:14][C:13]3=[O:18])[N:9]2[C:19]([O:21][C:22]([CH3:25])([CH3:24])[CH3:23])=[O:20])=[CH:4][CH:3]=1.[F:26][C:27]1[CH:34]=[CH:33][CH:32]=[CH:31][C:28]=1[CH2:29]Br, predict the reaction product. The product is: [F:26][C:27]1[CH:34]=[CH:33][CH:32]=[CH:31][C:28]=1[CH2:29][O:1][C:2]1[CH:7]=[CH:6][C:5]([C@@H:8]2[CH2:12][CH2:11][C@:10]3([CH2:17][CH2:16][CH2:15][NH:14][C:13]3=[O:18])[N:9]2[C:19]([O:21][C:22]([CH3:25])([CH3:24])[CH3:23])=[O:20])=[CH:4][CH:3]=1.